Dataset: Peptide-MHC class I binding affinity with 185,985 pairs from IEDB/IMGT. Task: Regression. Given a peptide amino acid sequence and an MHC pseudo amino acid sequence, predict their binding affinity value. This is MHC class I binding data. The peptide sequence is DLTQIFEVYW. The MHC is Mamu-B17 with pseudo-sequence Mamu-B17. The binding affinity (normalized) is 0.374.